Dataset: Forward reaction prediction with 1.9M reactions from USPTO patents (1976-2016). Task: Predict the product of the given reaction. The product is: [Cl:1][C:2]1[C:3]2[C:10]([I:18])=[CH:9][NH:8][C:4]=2[N:5]=[CH:6][N:7]=1. Given the reactants [Cl:1][C:2]1[C:3]2[CH:10]=[CH:9][NH:8][C:4]=2[N:5]=[CH:6][N:7]=1.C1C(=O)N([I:18])C(=O)C1, predict the reaction product.